Dataset: Forward reaction prediction with 1.9M reactions from USPTO patents (1976-2016). Task: Predict the product of the given reaction. (1) Given the reactants C(OC([N:8]1[CH2:17][CH2:16][C:15]2[C:11](=[C:12](OS(C(F)(F)F)(=O)=O)[N:13]([CH:18]3[CH2:23][CH2:22][CH2:21][CH2:20][CH2:19]3)[N:14]=2)[CH2:10][CH2:9]1)=O)(C)(C)C.[Cl:32][C:33]1[CH:34]=[C:35](B(O)O)[CH:36]=[CH:37][CH:38]=1, predict the reaction product. The product is: [Cl:32][C:33]1[CH:38]=[C:37]([C:12]2[N:13]([CH:18]3[CH2:19][CH2:20][CH2:21][CH2:22][CH2:23]3)[N:14]=[C:15]3[C:11]=2[CH2:10][CH2:9][NH:8][CH2:17][CH2:16]3)[CH:36]=[CH:35][CH:34]=1. (2) Given the reactants Cl[C:2]1[N:7]=[C:6]([NH:8][C:9]2[C:18]([F:19])=[CH:17][CH:16]=[CH:15][C:10]=2[C:11]([NH:13][CH3:14])=[O:12])[C:5]([C:20]([F:23])([F:22])[F:21])=[CH:4][N:3]=1.[NH2:24][C:25]1[CH:26]=[CH:27][C:28]2[CH2:34][CH2:33][CH2:32][C:31](=[O:35])[N:30]([CH2:36][CH2:37][O:38][CH3:39])[C:29]=2[CH:40]=1, predict the reaction product. The product is: [F:19][C:18]1[C:9]([NH:8][C:6]2[C:5]([C:20]([F:23])([F:22])[F:21])=[CH:4][N:3]=[C:2]([NH:24][C:25]3[CH:26]=[CH:27][C:28]4[CH2:34][CH2:33][CH2:32][C:31](=[O:35])[N:30]([CH2:36][CH2:37][O:38][CH3:39])[C:29]=4[CH:40]=3)[N:7]=2)=[C:10]([CH:15]=[CH:16][CH:17]=1)[C:11]([NH:13][CH3:14])=[O:12]. (3) The product is: [CH3:24][C:15]1[CH:20]=[CH:19][C:18]([C:21]([N:1]=[C:2]2[N:6]([CH:26]([CH2:31][CH3:32])[C:27]([OH:29])=[O:28])[C:5]3[CH:7]=[CH:8][C:9]([C:11]([F:14])([F:12])[F:13])=[CH:10][C:4]=3[S:3]2)=[O:22])=[CH:17][CH:16]=1. Given the reactants [NH2:1][C:2]1[S:3][C:4]2[CH:10]=[C:9]([C:11]([F:14])([F:13])[F:12])[CH:8]=[CH:7][C:5]=2[N:6]=1.[C:15]1([CH3:24])[CH:20]=[CH:19][C:18]([C:21](Cl)=[O:22])=[CH:17][CH:16]=1.Br[CH:26]([CH2:31][CH3:32])[C:27]([O:29]C)=[O:28].NC1SC2C=CC=CC=2N=1.C(Cl)(=O)C1C=CC=CC=1.BrCC(OCC)=O, predict the reaction product.